Task: Predict the product of the given reaction.. Dataset: Forward reaction prediction with 1.9M reactions from USPTO patents (1976-2016) Given the reactants [NH:1]1[C:10]2[C:5](=[CH:6][CH:7]=[CH:8][CH:9]=2)[CH2:4][CH2:3][CH2:2]1.[N+:11]([O-])([O-:13])=[O:12].[K+].C([O-])(O)=O.[Na+], predict the reaction product. The product is: [N+:11]([C:8]1[CH:9]=[C:10]2[C:5]([CH2:4][CH2:3][CH2:2][NH:1]2)=[CH:6][CH:7]=1)([O-:13])=[O:12].